This data is from Forward reaction prediction with 1.9M reactions from USPTO patents (1976-2016). The task is: Predict the product of the given reaction. (1) Given the reactants [Cl:1][C:2]1[CH:10]=[CH:9][CH:8]=[C:7]2[C:3]=1[C:4]([C:15]([OH:17])=O)=[CH:5][N:6]2[CH2:11][CH2:12][O:13][CH3:14].CCN=C=NCCCN(C)C.C1C=CC2N(O)N=NC=2C=1.[NH2:39][CH2:40][C:41]1([OH:49])[CH2:46][CH2:45][CH2:44][C:43]([F:48])([F:47])[CH2:42]1, predict the reaction product. The product is: [Cl:1][C:2]1[CH:10]=[CH:9][CH:8]=[C:7]2[C:3]=1[C:4]([C:15]([NH:39][CH2:40][C:41]1([OH:49])[CH2:46][CH2:45][CH2:44][C:43]([F:48])([F:47])[CH2:42]1)=[O:17])=[CH:5][N:6]2[CH2:11][CH2:12][O:13][CH3:14]. (2) Given the reactants [C:1]([C:5]1[CH:10]=[CH:9][C:8]([OH:11])=[CH:7][CH:6]=1)([CH3:4])([CH3:3])[CH3:2], predict the reaction product. The product is: [OH:11][C:8]1[CH:7]=[CH:6][C:5]([C:1]([C:4]2[CH:10]=[CH:9][C:8]([OH:11])=[CH:7][CH:6]=2)([CH3:2])[CH3:3])=[CH:10][CH:9]=1.